This data is from Forward reaction prediction with 1.9M reactions from USPTO patents (1976-2016). The task is: Predict the product of the given reaction. Given the reactants [Si:1]([O:18][CH2:19]C1N=CC=C(Cl)N=1)([C:14]([CH3:17])([CH3:16])[CH3:15])([C:8]1[CH:13]=[CH:12][CH:11]=[CH:10][CH:9]=1)[C:2]1[CH:7]=[CH:6][CH:5]=[CH:4][CH:3]=1.[N:27]12[CH2:34][CH2:33][N:30](C[CH2:32]1)CC2.[C:35](#[N:37])[CH3:36], predict the reaction product. The product is: [Si:1]([O:18][CH2:19][C:35]1[N:37]=[CH:32][N:27]=[C:34]([C:33]#[N:30])[CH:36]=1)([C:14]([CH3:15])([CH3:16])[CH3:17])([C:8]1[CH:9]=[CH:10][CH:11]=[CH:12][CH:13]=1)[C:2]1[CH:7]=[CH:6][CH:5]=[CH:4][CH:3]=1.